From a dataset of NCI-60 drug combinations with 297,098 pairs across 59 cell lines. Regression. Given two drug SMILES strings and cell line genomic features, predict the synergy score measuring deviation from expected non-interaction effect. (1) Drug 1: C1CN1P(=S)(N2CC2)N3CC3. Drug 2: CCCCC(=O)OCC(=O)C1(CC(C2=C(C1)C(=C3C(=C2O)C(=O)C4=C(C3=O)C=CC=C4OC)O)OC5CC(C(C(O5)C)O)NC(=O)C(F)(F)F)O. Cell line: EKVX. Synergy scores: CSS=15.1, Synergy_ZIP=-4.48, Synergy_Bliss=0.518, Synergy_Loewe=-6.28, Synergy_HSA=-1.33. (2) Drug 1: CC1=CC2C(CCC3(C2CCC3(C(=O)C)OC(=O)C)C)C4(C1=CC(=O)CC4)C. Synergy scores: CSS=6.46, Synergy_ZIP=7.11, Synergy_Bliss=13.0, Synergy_Loewe=9.49, Synergy_HSA=9.96. Cell line: HCT-15. Drug 2: CCCS(=O)(=O)NC1=C(C(=C(C=C1)F)C(=O)C2=CNC3=C2C=C(C=N3)C4=CC=C(C=C4)Cl)F. (3) Drug 1: CNC(=O)C1=CC=CC=C1SC2=CC3=C(C=C2)C(=NN3)C=CC4=CC=CC=N4. Drug 2: C1=C(C(=O)NC(=O)N1)F. Cell line: IGROV1. Synergy scores: CSS=35.5, Synergy_ZIP=2.66, Synergy_Bliss=4.19, Synergy_Loewe=3.95, Synergy_HSA=4.18. (4) Drug 1: COC1=C2C(=CC3=C1OC=C3)C=CC(=O)O2. Drug 2: C1CN(P(=O)(OC1)NCCCl)CCCl. Cell line: HS 578T. Synergy scores: CSS=22.9, Synergy_ZIP=2.83, Synergy_Bliss=9.68, Synergy_Loewe=-7.15, Synergy_HSA=8.86.